This data is from Reaction yield outcomes from USPTO patents with 853,638 reactions. The task is: Predict the reaction yield, written as a fraction of the theoretical maximum amount of product (1.0 means a 100% yield; for example, 0.34 means a 34% yield). The reactants are [CH3:1][N:2]([CH2:4][C:5]1[CH:22]=[CH:21][C:8](/[CH:9]=[N:10]/[C:11]2[CH:19]=[CH:18][CH:17]=[C:16]3[C:12]=2[CH2:13][O:14][C:15]3=[O:20])=[CH:7][CH:6]=1)[CH3:3].[CH2:23]([C:25]1[CH:32]=[CH:31][C:28]([CH:29]=O)=[CH:27][CH:26]=1)[CH3:24].[O-:33][CH2:34][CH3:35].[Na+].C(O)C. The catalyst is C(OCC)(=O)CC. The product is [CH3:1][N:2]([CH2:4][C:5]1[CH:22]=[CH:21][C:8]([CH:9]2[CH:29]([C:28]3[CH:31]=[CH:32][C:25]([CH2:23][CH3:24])=[CH:26][CH:27]=3)[C:34](=[O:33])[C:35]3[C:16]([C:15]([O:14][CH2:13][CH3:12])=[O:20])=[CH:17][CH:18]=[CH:19][C:11]=3[NH:10]2)=[CH:7][CH:6]=1)[CH3:3]. The yield is 0.320.